This data is from Forward reaction prediction with 1.9M reactions from USPTO patents (1976-2016). The task is: Predict the product of the given reaction. (1) Given the reactants [CH2:1]1[C:13]2[NH:12][C:11]3[C:6](=[CH:7][CH:8]=[CH:9][CH:10]=3)[C:5]=2[CH2:4][CH2:3][NH:2]1.C(Cl)Cl.[C:17]([O:21][C:22](O[C:22]([O:21][C:17]([CH3:20])([CH3:19])[CH3:18])=[O:23])=[O:23])([CH3:20])([CH3:19])[CH3:18].C(N(CC)C(C)C)(C)C, predict the reaction product. The product is: [CH2:1]1[C:13]2[NH:12][C:11]3[C:6](=[CH:7][CH:8]=[CH:9][CH:10]=3)[C:5]=2[CH2:4][CH2:3][N:2]1[C:22]([O:21][C:17]([CH3:20])([CH3:19])[CH3:18])=[O:23]. (2) Given the reactants [NH2:1][C:2]1[CH:7]=[C:6]([C:8]2[CH:13]=[CH:12][CH:11]=[C:10]([C:14]([F:17])([F:16])[F:15])[CH:9]=2)[N:5]=[C:4]([C:18]#[N:19])[C:3]=1[N+:20]([O-])=O, predict the reaction product. The product is: [NH2:20][C:3]1[C:4]([C:18]#[N:19])=[N:5][C:6]([C:8]2[CH:13]=[CH:12][CH:11]=[C:10]([C:14]([F:17])([F:15])[F:16])[CH:9]=2)=[CH:7][C:2]=1[NH2:1]. (3) The product is: [Cl:39][C:23]1[C:24]([F:38])=[C:25]([C:28]([OH:37])([C:29]([F:30])([F:31])[F:32])[C:33]([F:34])([F:35])[F:36])[CH:26]=[CH:27][C:22]=1[C:10]1[S:9][C:8]([C:11]([NH:13][CH2:14][C:15]([OH:18])([CH3:16])[CH3:17])=[O:12])=[N:7][C:6]=1[C:4]([N:3]([CH2:1][CH3:2])[CH2:19][CH3:20])=[O:5]. Given the reactants [CH2:1]([N:3]([CH2:19][CH3:20])[C:4]([C:6]1[N:7]=[C:8]([C:11]([NH:13][CH2:14][C:15]([OH:18])([CH3:17])[CH3:16])=[O:12])[S:9][CH:10]=1)=[O:5])[CH3:2].Br[C:22]1[CH:27]=[CH:26][C:25]([C:28]([OH:37])([C:33]([F:36])([F:35])[F:34])[C:29]([F:32])([F:31])[F:30])=[C:24]([F:38])[C:23]=1[Cl:39], predict the reaction product. (4) Given the reactants [CH3:1][C:2]1([CH3:47])[C:14]2[CH:13]=[C:12]([C:15]3(O)[C:28]4[CH:27]=[C:26]([Br:29])[CH:25]=[CH:24][C:23]=4[C:22]([C:31]4[CH:43]=[CH:42][C:41]5[C:40]6[C:35](=[CH:36][CH:37]=[CH:38][CH:39]=6)[C:34]([CH3:45])([CH3:44])[C:33]=5[CH:32]=4)(O)[C:21]4[C:16]3=[CH:17][CH:18]=[CH:19][CH:20]=4)[CH:11]=[CH:10][C:9]=2[C:8]2[C:3]1=[CH:4][CH:5]=[CH:6][CH:7]=2.O.[PH2](=O)[O-].[Na+].[I-].[K+].[PH2](=O)O, predict the reaction product. The product is: [CH3:1][C:2]1([CH3:47])[C:14]2[CH:13]=[C:12]([C:15]3[C:16]4[C:21]([C:22]([C:31]5[CH:43]=[CH:42][C:41]6[C:40]7[C:35](=[CH:36][CH:37]=[CH:38][CH:39]=7)[C:34]([CH3:45])([CH3:44])[C:33]=6[CH:32]=5)=[C:23]5[C:28]=3[CH:27]=[C:26]([Br:29])[CH:25]=[CH:24]5)=[CH:20][CH:19]=[CH:18][CH:17]=4)[CH:11]=[CH:10][C:9]=2[C:8]2[C:3]1=[CH:4][CH:5]=[CH:6][CH:7]=2. (5) Given the reactants O.Cl.[NH:3]1[CH2:8][CH2:7][C:6](=[O:9])[CH2:5][CH2:4]1.C(N(CC)CC)C.[F:17][C:18]([F:29])([F:28])[C:19](O[C:19](=[O:20])[C:18]([F:29])([F:28])[F:17])=[O:20].O, predict the reaction product. The product is: [F:17][C:18]([F:29])([F:28])[C:19]([N:3]1[CH2:8][CH2:7][C:6](=[O:9])[CH2:5][CH2:4]1)=[O:20]. (6) Given the reactants [NH:1]1[C:9]2[C:4](=[CH:5][CH:6]=[CH:7][CH:8]=2)[C:3]([CH2:10][C@H:11]([NH:14][C:15](=[O:21])[O:16][C:17]([CH3:20])([CH3:19])[CH3:18])[CH:12]=[CH2:13])=[CH:2]1.B1C2CCCC1CCC2.[Cl:31][C:32]1[C:37](/[CH:38]=[CH:39]/[C:40]2[CH:45]=[CH:44][N:43]=[CH:42][CH:41]=2)=[CH:36][C:35](I)=[CH:34][N:33]=1.C([O-])([O-])=O.[Cs+].[Cs+], predict the reaction product. The product is: [Cl:31][C:32]1[N:33]=[CH:34][C:35]([CH2:13][CH2:12][C@@H:11]([NH:14][C:15](=[O:21])[O:16][C:17]([CH3:20])([CH3:19])[CH3:18])[CH2:10][C:3]2[C:4]3[C:9](=[CH:8][CH:7]=[CH:6][CH:5]=3)[NH:1][CH:2]=2)=[CH:36][C:37]=1/[CH:38]=[CH:39]/[C:40]1[CH:41]=[CH:42][N:43]=[CH:44][CH:45]=1. (7) Given the reactants [F:1][C:2]([F:9])([F:8])[C:3](=[CH2:7])[C:4]([OH:6])=[O:5].[CH:10]([O:12][CH2:13][CH3:14])=[CH2:11], predict the reaction product. The product is: [F:1][C:2]([F:9])([F:8])[C:3](=[CH2:7])[C:4]([O:6][CH:10]([O:12][CH2:13][CH3:14])[CH3:11])=[O:5].